The task is: Predict the reactants needed to synthesize the given product.. This data is from Full USPTO retrosynthesis dataset with 1.9M reactions from patents (1976-2016). (1) Given the product [CH3:26][C:21]1([CH3:27])[C:22]([CH3:25])([CH3:24])[O:23][B:19]([C:7]2[CH2:16][CH2:15][C:10]3([CH2:14][CH2:13][CH2:12][CH2:11]3)[CH2:9][CH:8]=2)[O:20]1, predict the reactants needed to synthesize it. The reactants are: FC(F)(F)S(O[C:7]1[CH2:16][CH2:15][C:10]2([CH2:14][CH2:13][CH2:12][CH2:11]2)[CH2:9][CH:8]=1)(=O)=O.[B:19]1([B:19]2[O:23][C:22]([CH3:25])([CH3:24])[C:21]([CH3:27])([CH3:26])[O:20]2)[O:23][C:22]([CH3:25])([CH3:24])[C:21]([CH3:27])([CH3:26])[O:20]1.C([O-])(=O)C.[K+].C(Cl)Cl. (2) The reactants are: CO.C([O:10][C:11]1[C:12]([CH3:26])=[C:13]([CH3:25])[C:14]([NH:18][C:19](=[O:24])[CH2:20][CH:21]([CH3:23])[CH3:22])=[N:15][C:16]=1[CH3:17])C1C=CC=CC=1. Given the product [OH:10][C:11]1[C:12]([CH3:26])=[C:13]([CH3:25])[C:14]([NH:18][C:19](=[O:24])[CH2:20][CH:21]([CH3:23])[CH3:22])=[N:15][C:16]=1[CH3:17], predict the reactants needed to synthesize it. (3) Given the product [CH3:24][CH:25]([CH3:27])[CH2:26][CH:10]([C:7]1[CH:8]=[CH:9][C:4]([N+:1]([O-:3])=[O:2])=[C:5]([O:16][CH2:17][C:18]([F:19])([F:20])[F:21])[CH:6]=1)[C:11]([O:13][CH2:14][CH3:15])=[O:12], predict the reactants needed to synthesize it. The reactants are: [N+:1]([C:4]1[CH:9]=[CH:8][C:7]([CH2:10][C:11]([O:13][CH2:14][CH3:15])=[O:12])=[CH:6][C:5]=1[O:16][CH2:17][C:18]([F:21])([F:20])[F:19])([O-:3])=[O:2].[H-].[Na+].[CH2:24](Br)[CH:25]([CH3:27])[CH3:26].[NH4+].[Cl-].